The task is: Binary Classification. Given two protein amino acid sequences, predict whether they physically interact or not.. This data is from Human Reference Interactome with 51,813 positive PPI pairs across 8,248 proteins, plus equal number of experimentally-validated negative pairs. (1) Protein 1 (ENSG00000118495) has sequence MATFPCQLCGKTFLTLEKFTIHNYSHSRERPYKCVQPDCGKAFVSRYKLMRHMATHSPQKSHQCAHCEKTFNRKDHLKNHLQTHDPNKMAFGCEECGKKYNTMLGYKRHLALHAASSGDLTCGVCALELGSTEVLLDHLKAHAEEKPPSGTKEKKHQCDHCERCFYTRKDVRRHLVVHTGCKDFLCQFCAQRFGRKDHLTRHTKKTHSQELMKESLQTGDLLSTFHTISPSFQLKAAALPPFPLGASAQNGLASSLPAEVHSLTLSPPEQAAQPMQPLPESLASLHPSVSPGSPPPPLPN.... Protein 2 (ENSG00000237651) has sequence MDQGLREVVGDSRMPWTIWSPSCCRSCHHEWTPSGHHSKEVCRQEMESRSVA*MSLLAKPMSFETTAITFFIILLICLICILLLLVVFLYKCFQGRKGKETKKVPCTDANGGVDCAAAKVVTSNPEDHERILMQVMNLNVPMRPGILVQRQSKEVLATPLENRRDMEAEEENQINEKQEPENAGETGQEEDDGLQKIHTSVTRTPSVVESQKRPLKGVTFSREVIVVDLGNEYPTPRSYTREHKERK*MQVMNLNVPMRPGILVQRQSKEVLATPLENRRDMEAEEENQINEKQEPENAG.... Result: 0 (the proteins do not interact). (2) Protein 1 (ENSG00000141750) has sequence MTEMSEKENEPDDAATHSPPGTVSALQETKLQRFKRSLSLKTILRSKSLENFFLRSGSELKCPTEVLLTPPTPLPPPSPPPTASDRGLATPSPSPCPVPRPLAALKPVRLHSFQEHVFKRASPCELCHQLIVGNSKQGLRCKMCKVSVHLWCSEEISHQQCPGKTSTSFRRNFSSPLLVHEPPPVCATSKESPPTGDSGKVDPVYETLRYGTSLALMNRSSFSSTSESPTRSLSERDELTEDGEGSIRSSEEGPGDSASPVFTAPAESEGPGPEEKSPGQQLPKATLRKDVGPMYSYVAL.... Protein 2 (ENSG00000145623) has sequence MALFAVFQTTFFLTLLSLRTYQSEVLAERLPLTPVSLKVSTNSTRQSLHLQWTVHNLPYHQELKMVFQIQISRIETSNVIWVGNYSTTVKWNQVLHWSWESELPLECATHFVRIKSLVDDAKFPEPNFWSNWSSWEEVSVQDSTGQDILFVFPKDKLVEEGTNVTICYVSRNIQNNVSCYLEGKQIHGEQLDPHVTAFNLNSVPFIRNKGTNIYCEASQGNVSEGMKGIVLFVSKVLEEPKDFSCETEDFKTLHCTWDPGTDTALGWSKQPSQSYTLFESFSGEKKLCTHKNWCNWQITQ.... Result: 0 (the proteins do not interact). (3) Protein 1 (ENSG00000161542) has sequence MELLIMAYALKTACARNIIGVIPYFPYSKQSKMRKRGSIVCKLLASMLAKAGLTHIITMDLHQKEIQGFFSFPVDNLRASPFLLQYIQEEIPNYRNAVIVAKSPDAAKRAQSYAERLRLGLAVIHGEAQCTELDMDDGRHSPPMVKNATVHPGLELPLMMAKEKPPITVVGDVGGRIAIIVDDIIDDVESFVAAAEILKERGAYKIYVMATHGILSAEAPRLIEESSVDEVVVTNTVPHEVQKLQCPKIKTVDISLILSEAIRRIHNGESMAYLFRNITVDD*MELLIMAYALKTACARN.... Protein 2 (ENSG00000197375) has sequence MRDYDEVTAFLGEWGPFQRLIFFLLSASIIPNGFTGLSSVFLIATPEHRCRVPDAANLSSAWRNHTVPLRLRDGREVPHSCRRYRLATIANFSALGLEPGRDVDLGQLEQESCLDGWEFSQDVYLSTIVTEWNLVCEDDWKAPLTISLFFVGVLLGSFISGQLSDRFGRKNVLFVTMGMQTGFSFLQIFSKNFEMFVVLFVLVGMGQISNYVAAFVLGTEILGKSVRIIFSTLGVCIFYAFGYMVLPLFAYFIRDWRMLLVALTMPGVLCVALWWFIPESPRWLISQGRFEEAEVIIRKA.... Result: 0 (the proteins do not interact). (4) Protein 1 (ENSG00000127337) has sequence MFKRMAEFGPDSGGRVKGVTIVKPIVYGNVARYFGKKREEDGHTHQWTVYVKPYRNEDMSAYVKKIQFKLHESYGNPLRVVTKPPYEITETGWGEFEIIIKIFFIDPNERPVTLYHLLKLFQSDTNAMLGKKTVVSEFYDEMIFQDPTAMMQQLLTTSRQLTLGAYKHETEFAELEVKTREKLEAAKKKTSFEIAELKERLKASRETINCLKNEIRKLEEDDQAKDI*MFKRMAEFGPDSGGRVKGVTIVKPIVYGNVARYFGKKREEDGHTHQWTVYVKPYRNEAKWLIPVISALWEAQ.... Protein 2 (ENSG00000010810) has sequence MGCVQCKDKEATKLTEERDGSLNQSSGYRYGTDPTPQHYPSFGVTSIPNYNNFHAAGGQGLTVFGGVNSSSHTGTLRTRGGTGVTLFVALYDYEARTEDDLSFHKGEKFQILNSSEGDWWEARSLTTGETGYIPSNYVAPVDSIQAEEWYFGKLGRKDAERQLLSFGNPRGTFLIRESETTKGAYSLSIRDWDDMKGDHVKHYKIRKLDNGGYYITTRAQFETLQQLVQHYSGTWNGNTKVAIKTLKPGTMSPESFLEEAQIMKKLKHDKLVQLYAVVSEEPIYIVTEYMNKGSLLDFLK.... Result: 0 (the proteins do not interact).